Predict the product of the given reaction. From a dataset of Forward reaction prediction with 1.9M reactions from USPTO patents (1976-2016). (1) Given the reactants Br[CH2:2]/[CH:3]=[CH:4]/[C:5]([NH:7][C:8]1[CH:39]=[CH:38][C:11]([C:12]([NH:14][C@H:15]2[CH2:20][CH2:19][CH2:18][C@@H:17]([NH:21][C:22]3[N:27]=[C:26]([C:28]4[C:36]5[C:31](=[CH:32][CH:33]=[CH:34][CH:35]=5)[NH:30][CH:29]=4)[C:25]([Cl:37])=[CH:24][N:23]=3)[CH2:16]2)=[O:13])=[CH:10][CH:9]=1)=[O:6].CCN(C(C)C)C(C)C.[CH3:49][N:50]1[CH2:55][CH2:54][NH:53][CH2:52][CH2:51]1, predict the reaction product. The product is: [Cl:37][C:25]1[C:26]([C:28]2[C:36]3[C:31](=[CH:32][CH:33]=[CH:34][CH:35]=3)[NH:30][CH:29]=2)=[N:27][C:22]([NH:21][C@@H:17]2[CH2:18][CH2:19][CH2:20][C@H:15]([NH:14][C:12](=[O:13])[C:11]3[CH:38]=[CH:39][C:8]([NH:7][C:5](=[O:6])/[CH:4]=[CH:3]/[CH2:2][N:53]4[CH2:54][CH2:55][N:50]([CH3:49])[CH2:51][CH2:52]4)=[CH:9][CH:10]=3)[CH2:16]2)=[N:23][CH:24]=1. (2) The product is: [CH:59]1([NH:58][C:52]([C:50]2[CH:49]=[CH:48][C:32]3[N:33]([CH:34]4[CH2:39][CH2:38][CH:37]([O:40][Si:41]([C:44]([CH3:47])([CH3:46])[CH3:45])([CH3:43])[CH3:42])[CH2:36][CH2:35]4)[C:29]([NH:28][C:14]4[C:13]5[C:17](=[CH:18][CH:19]=[C:11]([Br:10])[CH:12]=5)[N:16]([CH2:20][O:21][CH2:22][CH2:23][Si:24]([CH3:25])([CH3:26])[CH3:27])[N:15]=4)=[N:30][C:31]=3[CH:51]=2)=[O:53])[CH2:57][CH2:62][CH2:61][CH2:60]1. Given the reactants C(N(CC)C(C)C)(C)C.[Br:10][C:11]1[CH:12]=[C:13]2[C:17](=[CH:18][CH:19]=1)[N:16]([CH2:20][O:21][CH2:22][CH2:23][Si:24]([CH3:27])([CH3:26])[CH3:25])[N:15]=[C:14]2[NH:28][C:29]1[N:33]([CH:34]2[CH2:39][CH2:38][CH:37]([O:40][Si:41]([C:44]([CH3:47])([CH3:46])[CH3:45])([CH3:43])[CH3:42])[CH2:36][CH2:35]2)[C:32]2[CH:48]=[CH:49][C:50]([C:52](O)=[O:53])=[CH:51][C:31]=2[N:30]=1.[I-].Cl[C:57]1[CH:62]=[CH:61][CH:60]=[CH:59][N+:58]=1C.ON1C2C=CC=CC=2N=N1.C1(N)CCCC1, predict the reaction product. (3) Given the reactants CN1C(CCCC(O)=[O:15])=NC2C=C(N(CCCl)CCCl)C=CC1=2.O1CCN(C(O)C)CC1.[CH:33]1([N:39]=[C:40]=[N:41][CH:42]2[CH2:47][CH2:46][CH2:45][CH2:44][CH2:43]2)[CH2:38][CH2:37][CH2:36][CH2:35][CH2:34]1, predict the reaction product. The product is: [CH:42]1([NH:41][C:40]([NH:39][CH:33]2[CH2:34][CH2:35][CH2:36][CH2:37][CH2:38]2)=[O:15])[CH2:47][CH2:46][CH2:45][CH2:44][CH2:43]1. (4) Given the reactants C([O:8][N:9]1[C:14]2[N:15]=[CH:16][N:17]=[C:18]([CH3:19])[C:13]=2[C:12]([NH:20][CH2:21][C:22]2[CH:27]=[CH:26][CH:25]=[C:24]([N+:28]([O-])=O)[CH:23]=2)=[CH:11][C:10]1=[O:31])C1C=CC=CC=1.CO.[H][H], predict the reaction product. The product is: [NH2:28][C:24]1[CH:23]=[C:22]([CH:27]=[CH:26][CH:25]=1)[CH2:21][NH:20][C:12]1[C:13]2[C:18]([CH3:19])=[N:17][CH:16]=[N:15][C:14]=2[N:9]([OH:8])[C:10](=[O:31])[CH:11]=1. (5) Given the reactants Br[C:2]1[CH:7]=[CH:6][C:5]([O:8][CH2:9][CH2:10][CH3:11])=[CH:4][N:3]=1.[CH3:12][N:13]1[CH:17]=[CH:16][C:15]([NH2:18])=[N:14]1, predict the reaction product. The product is: [CH3:12][N:13]1[CH:17]=[CH:16][C:15]([NH:18][C:2]2[CH:7]=[CH:6][C:5]([O:8][CH2:9][CH2:10][CH3:11])=[CH:4][N:3]=2)=[N:14]1. (6) Given the reactants [Cl:1][CH2:2][CH2:3][O:4][C:5]1[CH:10]=[CH:9][C:8]([C:11]([C:13]2[CH:18]=[CH:17][C:16]([O:19]C)=[CH:15][CH:14]=2)=[O:12])=[CH:7][CH:6]=1.B(Br)(Br)Br, predict the reaction product. The product is: [Cl:1][CH2:2][CH2:3][O:4][C:5]1[CH:6]=[CH:7][C:8]([C:11]([C:13]2[CH:18]=[CH:17][C:16]([OH:19])=[CH:15][CH:14]=2)=[O:12])=[CH:9][CH:10]=1.